Dataset: Forward reaction prediction with 1.9M reactions from USPTO patents (1976-2016). Task: Predict the product of the given reaction. (1) Given the reactants Br[CH2:2][CH2:3][C:4]1[CH:9]=[CH:8][C:7]([F:10])=[CH:6][CH:5]=1.Cl.[Cl:12][C:13]1[CH:14]=[C:15]([NH:19]N)[CH:16]=[CH:17][CH:18]=1.[CH3:21][N:22]1[CH2:27][CH2:26][C:25](=O)[CH2:24][CH2:23]1, predict the reaction product. The product is: [F:10][C:7]1[CH:8]=[CH:9][C:4]([CH2:3][CH2:2][N:19]2[C:15]3[CH:14]=[C:13]([Cl:12])[CH:18]=[CH:17][C:16]=3[C:24]3[CH2:23][N:22]([CH3:21])[CH2:27][CH2:26][C:25]2=3)=[CH:5][CH:6]=1. (2) Given the reactants [C:1]([S:4][CH2:5][C@H:6]1[N:11]([CH2:12][C@H:13]([OH:25])[C:14]2[C:15]([CH3:24])=[C:16]3[C:20](=[CH:21][CH:22]=2)[C:19](=[O:23])[O:18][CH2:17]3)[CH2:10][CH2:9][N:8]([C:26]([O:28][C:29]([CH3:32])([CH3:31])[CH3:30])=[O:27])[CH2:7]1)(=[O:3])[CH3:2].CC1C2COC(=O)C=2C=CC=1[C@H]1CO1, predict the reaction product. The product is: [C:1]([S:4][CH2:5][C@H:6]1[N:11]([CH2:12][C@@H:13]([OH:25])[C:14]2[C:15]([CH3:24])=[C:16]3[C:20](=[CH:21][CH:22]=2)[C:19](=[O:23])[O:18][CH2:17]3)[CH2:10][CH2:9][N:8]([C:26]([O:28][C:29]([CH3:32])([CH3:31])[CH3:30])=[O:27])[CH2:7]1)(=[O:3])[CH3:2]. (3) Given the reactants [F:1][C:2]1[CH:11]=[C:10]2[C:5]([C:6](=[O:16])[C:7]([S:13]([CH3:15])=O)=[CH:8][N:9]2[CH3:12])=[CH:4][CH:3]=1.S(Cl)([Cl:19])=O.N1C=CC=CC=1.C(=O)=O, predict the reaction product. The product is: [Cl:19][CH2:15][S:13][C:7]1[C:6](=[O:16])[C:5]2[C:10](=[CH:11][C:2]([F:1])=[CH:3][CH:4]=2)[N:9]([CH3:12])[CH:8]=1. (4) Given the reactants Cl[C:2]1[N:7]=[C:6]([CH3:8])[C:5]([CH:9]([CH2:14][CH2:15][CH3:16])[C:10]([O:12][CH3:13])=[O:11])=[C:4]([C:17]2[CH:22]=[CH:21][C:20]([CH3:23])=[CH:19][CH:18]=2)[N:3]=1.[CH2:24]([N:26]1[CH2:32][CH2:31][CH2:30][NH:29][CH2:28][CH2:27]1)[CH3:25].C(N(CC)CC)C, predict the reaction product. The product is: [CH2:24]([N:26]1[CH2:32][CH2:31][CH2:30][N:29]([C:2]2[N:7]=[C:6]([CH3:8])[C:5]([CH:9]([CH2:14][CH2:15][CH3:16])[C:10]([O:12][CH3:13])=[O:11])=[C:4]([C:17]3[CH:22]=[CH:21][C:20]([CH3:23])=[CH:19][CH:18]=3)[N:3]=2)[CH2:28][CH2:27]1)[CH3:25]. (5) Given the reactants [CH3:1][C:2]1[CH:7]=[C:6]([CH3:8])[CH:5]=[CH:4][C:3]=1[N:9]1[CH2:14][CH2:13][N:12]([C:15]([C:17]2[CH:22]=[CH:21][C:20]([N:23]3[CH2:27][CH2:26][CH2:25][S:24]3(=[O:29])=[O:28])=[CH:19][C:18]=2[S:30]([CH3:33])(=[O:32])=[O:31])=[O:16])[CH2:11][CH2:10]1.[BrH:34].C(O)(=O)C.C(OCC)(=O)C, predict the reaction product. The product is: [BrH:34].[CH3:1][C:2]1[CH:7]=[C:6]([CH3:8])[CH:5]=[CH:4][C:3]=1[N:9]1[CH2:10][CH2:11][N:12]([C:15]([C:17]2[CH:22]=[CH:21][C:20]([N:23]3[CH2:27][CH2:26][CH2:25][S:24]3(=[O:28])=[O:29])=[CH:19][C:18]=2[S:30]([CH3:33])(=[O:32])=[O:31])=[O:16])[CH2:13][CH2:14]1. (6) Given the reactants C([O:3][C:4]([C:6]1[O:7][C:8]([C:11]2[CH:16]=[CH:15][C:14]([C:17]#[N:18])=[CH:13][CH:12]=2)=[CH:9][N:10]=1)=[O:5])C.[OH-].[Na+], predict the reaction product. The product is: [C:17]([C:14]1[CH:13]=[CH:12][C:11]([C:8]2[O:7][C:6]([C:4]([OH:5])=[O:3])=[N:10][CH:9]=2)=[CH:16][CH:15]=1)#[N:18].